From a dataset of Reaction yield outcomes from USPTO patents with 853,638 reactions. Predict the reaction yield, written as a fraction of the theoretical maximum amount of product (1.0 means a 100% yield; for example, 0.34 means a 34% yield). (1) The reactants are Cl[C:2]1[C:11]2[N:12]=[C:13]([CH3:15])[O:14][C:10]=2[C:9]2[CH:8]=[C:7]([Cl:16])[CH:6]=[CH:5][C:4]=2[N:3]=1.[CH3:17][N:18]1[CH2:23][CH2:22][NH:21][CH2:20][CH2:19]1.CCN(CC)CC. The catalyst is CCO. The product is [Cl:16][C:7]1[CH:6]=[CH:5][C:4]2[N:3]=[C:2]([N:21]3[CH2:22][CH2:23][N:18]([CH3:17])[CH2:19][CH2:20]3)[C:11]3[N:12]=[C:13]([CH3:15])[O:14][C:10]=3[C:9]=2[CH:8]=1. The yield is 0.290. (2) The reactants are [Cl:1][C:2]1[CH:7]=[CH:6][CH:5]=[C:4]([F:8])[C:3]=1[CH2:9][CH2:10][NH:11][C:12]1[N:17]=[C:16]([O:18][CH3:19])[N:15]=[C:14]([C:20]2[CH:21]=[C:22]([CH:25]=[CH:26][CH:27]=2)[CH:23]=[O:24])[CH:13]=1.CO.[BH4-].[Na+]. The catalyst is C(Cl)Cl. The product is [Cl:1][C:2]1[CH:7]=[CH:6][CH:5]=[C:4]([F:8])[C:3]=1[CH2:9][CH2:10][NH:11][C:12]1[N:17]=[C:16]([O:18][CH3:19])[N:15]=[C:14]([C:20]2[CH:21]=[C:22]([CH2:23][OH:24])[CH:25]=[CH:26][CH:27]=2)[CH:13]=1. The yield is 0.730. (3) The catalyst is [OH-].[Na+]. The reactants are [NH2:1][CH2:2][C:3]([OH:5])=[O:4].[C:6](Cl)(=[O:9])[CH:7]=[CH2:8]. The product is [C:6]([NH:1][CH2:2][C:3]([OH:5])=[O:4])(=[O:9])[CH:7]=[CH2:8]. The yield is 0.325. (4) The reactants are [H-].[Na+].CS(C)=O.[I-].[CH:8]([P+](C1C=CC=CC=1)(C1C=CC=CC=1)C1C=CC=CC=1)([CH3:10])[CH3:9].[O:30]1[CH2:34][CH2:33][C:32]2[CH:35]=[C:36]([CH:39]=O)[CH:37]=[CH:38][C:31]1=2. The catalyst is O. The product is [CH3:9][C:8]([CH3:10])=[CH:39][C:36]1[CH:37]=[CH:38][C:31]2[O:30][CH2:34][CH2:33][C:32]=2[CH:35]=1. The yield is 0.870. (5) The reactants are [Br:1][C:2]1[CH:7]=[C:6]([N+:8]([O-])=O)[CH:5]=[CH:4][C:3]=1[C:11]([CH3:16])([CH2:14][OH:15])[CH2:12]O.C(C=P(CCCC)(CCCC)CCCC)#N.O.O.[Sn](Cl)Cl. The catalyst is C1C=CC=CC=1. The product is [Br:1][C:2]1[CH:7]=[C:6]([CH:5]=[CH:4][C:3]=1[C:11]1([CH3:16])[CH2:14][O:15][CH2:12]1)[NH2:8]. The yield is 0.180. (6) The reactants are [C:1](Cl)(=O)C(Cl)=O.[Br:7][C:8]1[C:16]([O:17][C:18]2[CH:23]=[CH:22][C:21]([F:24])=[CH:20][C:19]=2[F:25])=[CH:15][C:11]([C:12]([OH:14])=[O:13])=[C:10]([N+:26]([O-:28])=[O:27])[CH:9]=1.CO. The catalyst is CN(C)C=O.ClCCl. The product is [Br:7][C:8]1[C:16]([O:17][C:18]2[CH:23]=[CH:22][C:21]([F:24])=[CH:20][C:19]=2[F:25])=[CH:15][C:11]([C:12]([O:14][CH3:1])=[O:13])=[C:10]([N+:26]([O-:28])=[O:27])[CH:9]=1. The yield is 0.960. (7) The yield is 0.420. The product is [Br:14][C:15]1[CH:16]=[CH:17][C:18]([C:21]2[CH:26]=[CH:25][C:24]([N:12]3[C:11]4[CH:10]=[CH:9][CH:8]=[CH:7][C:6]=4[C:5]4[C:13]3=[CH:1][CH:2]=[CH:3][CH:4]=4)=[CH:23][CH:22]=2)=[CH:19][CH:20]=1. The reactants are [CH:1]1[C:13]2[NH:12][C:11]3[C:6](=[CH:7][CH:8]=[CH:9][CH:10]=3)[C:5]=2[CH:4]=[CH:3][CH:2]=1.[Br:14][C:15]1[CH:20]=[CH:19][C:18]([C:21]2[CH:26]=[CH:25][C:24](Br)=[CH:23][CH:22]=2)=[CH:17][CH:16]=1.C1OCCOCCOCCOCCOCCOC1.C(=O)([O-])[O-].[K+].[K+]. The catalyst is [Cu].CN(C)C=O. (8) The reactants are Cl.[C:2]([C:6]1[N:10]([CH2:11][CH:12]2[CH2:17][CH2:16][O:15][CH2:14][CH2:13]2)[C:9]2[CH:18]=[CH:19][C:20]([NH:22][CH2:23][CH3:24])=[CH:21][C:8]=2[N:7]=1)([CH3:5])([CH3:4])[CH3:3].[C:25]1([S:31](Cl)(=[O:33])=[O:32])[CH:30]=[CH:29][CH:28]=[CH:27][CH:26]=1. The catalyst is CN(C1C=CN=CC=1)C.CC#N.CCOC(C)=O. The product is [C:2]([C:6]1[N:10]([CH2:11][CH:12]2[CH2:17][CH2:16][O:15][CH2:14][CH2:13]2)[C:9]2[CH:18]=[CH:19][C:20]([N:22]([CH2:23][CH3:24])[S:31]([C:25]3[CH:30]=[CH:29][CH:28]=[CH:27][CH:26]=3)(=[O:33])=[O:32])=[CH:21][C:8]=2[N:7]=1)([CH3:5])([CH3:3])[CH3:4]. The yield is 0.770.